From a dataset of Full USPTO retrosynthesis dataset with 1.9M reactions from patents (1976-2016). Predict the reactants needed to synthesize the given product. (1) Given the product [Cl:33][C:30]1[CH:31]=[N:32][C:23]([N:11]2[CH2:12][CH:9]([N:8]([C:5]3[CH:6]=[CH:7][C:2]([F:1])=[CH:3][C:4]=3[CH3:14])[CH3:13])[CH2:10]2)=[C:24]([CH:29]=1)[C:25]([O:27][CH3:28])=[O:26], predict the reactants needed to synthesize it. The reactants are: [F:1][C:2]1[CH:7]=[CH:6][C:5]([N:8]([CH3:13])[CH:9]2[CH2:12][NH:11][CH2:10]2)=[C:4]([CH3:14])[CH:3]=1.C(N(CC)CC)C.Cl[C:23]1[N:32]=[CH:31][C:30]([Cl:33])=[CH:29][C:24]=1[C:25]([O:27][CH3:28])=[O:26]. (2) Given the product [ClH:12].[OH:4][CH:2]([CH2:1][O:5][C:6]1[CH:11]=[CH:10][CH:9]=[CH:8][C:7]=1[Cl:12])[CH2:3][NH:25][C:14]([CH3:24])([CH3:13])[CH2:15][C:16]1[CH:21]=[CH:20][C:19]([O:22][CH3:23])=[CH:18][CH:17]=1, predict the reactants needed to synthesize it. The reactants are: [CH2:1]([O:5][C:6]1[CH:11]=[CH:10][CH:9]=[CH:8][C:7]=1[Cl:12])[CH:2]1[O:4][CH2:3]1.[CH3:13][C:14]([NH2:25])([CH3:24])[CH2:15][C:16]1[CH:21]=[CH:20][C:19]([O:22][CH3:23])=[CH:18][CH:17]=1. (3) Given the product [F:1][C:2]1[CH:3]=[CH:4][C:5]([C:8]2[O:9][C:10]3[CH:20]=[C:19]([N:21]([CH3:26])[S:22]([CH3:25])(=[O:23])=[O:24])[C:18]([C:37]4[CH:38]=[CH:39][C:40]([O:52][CH3:53])=[C:41]([C:43]5[CH:51]=[C:46]6[CH:47]=[CH:48][CH:49]=[CH:50][N:45]6[N:44]=5)[N:42]=4)=[CH:17][C:11]=3[C:12]=2[C:13]([NH:15][CH3:16])=[O:14])=[CH:6][CH:7]=1, predict the reactants needed to synthesize it. The reactants are: [F:1][C:2]1[CH:7]=[CH:6][C:5]([C:8]2[O:9][C:10]3[CH:20]=[C:19]([N:21]([CH3:26])[S:22]([CH3:25])(=[O:24])=[O:23])[C:18](B4OC(C)(C)C(C)(C)O4)=[CH:17][C:11]=3[C:12]=2[C:13]([NH:15][CH3:16])=[O:14])=[CH:4][CH:3]=1.Cl[C:37]1[N:42]=[C:41]([C:43]2[CH:51]=[C:46]3[CH:47]=[CH:48][CH:49]=[CH:50][N:45]3[N:44]=2)[C:40]([O:52][CH3:53])=[CH:39][CH:38]=1.CC(C1C=C(C(C)C)C(C2C=CC=CC=2P(C2CCCCC2)C2CCCCC2)=C(C(C)C)C=1)C.[O-]P([O-])([O-])=O.[K+].[K+].[K+]. (4) Given the product [CH3:33][O:32][C:25]1[CH:26]=[C:27]([O:30][CH3:31])[CH:28]=[CH:29][C:24]=1[CH2:23][NH:22][C:21]1[C:16]2[CH:15]=[CH:14][N:13]([C@H:5]3[C@@H:6]4[O:10][C:9]([CH3:12])([CH3:11])[O:8][C@@H:7]4[C@@H:3]([CH2:2][NH:1][CH:35]4[CH2:38][CH:37]([CH2:39][C:40]([O:42][CH3:43])=[O:41])[CH2:36]4)[O:4]3)[C:17]=2[N:18]=[CH:19][N:20]=1, predict the reactants needed to synthesize it. The reactants are: [NH2:1][CH2:2][C@@H:3]1[C@H:7]2[O:8][C:9]([CH3:12])([CH3:11])[O:10][C@H:6]2[C@H:5]([N:13]2[C:17]3[N:18]=[CH:19][N:20]=[C:21]([NH:22][CH2:23][C:24]4[CH:29]=[CH:28][C:27]([O:30][CH3:31])=[CH:26][C:25]=4[O:32][CH3:33])[C:16]=3[CH:15]=[CH:14]2)[O:4]1.O=[C:35]1[CH2:38][CH:37]([CH2:39][C:40]([O:42][CH3:43])=[O:41])[CH2:36]1.C(O)(=O)C.C(O[BH-](OC(=O)C)OC(=O)C)(=O)C.[Na+]. (5) Given the product [Li+:33].[Cl:1][C:2]1[CH:3]=[C:4]([N:9]([CH2:16][C:17]2[CH:22]=[CH:21][CH:20]=[C:19]([O:23][CH3:24])[CH:18]=2)[C@H:10]([C:12]([O-:14])=[O:13])[CH3:11])[CH:5]=[CH:6][C:7]=1[F:8], predict the reactants needed to synthesize it. The reactants are: [Cl:1][C:2]1[CH:3]=[C:4]([N:9]([CH2:16][C:17]2[CH:22]=[CH:21][CH:20]=[C:19]([O:23][CH3:24])[CH:18]=2)[C@H:10]([C:12]([O:14]C)=[O:13])[CH3:11])[CH:5]=[CH:6][C:7]=1[F:8].C1COCC1.CO.O[Li:33].O. (6) The reactants are: [C:1]([C:5]1[CH:9]=[C:8]([NH:10][C:11]([NH:13][C:14]2[CH:19]=[C:18]([C:20]3[C:31](=[O:32])[N:30]([CH3:33])[C:23]4[N:24]=[C:25](SC)[N:26]=[CH:27][C:22]=4[CH:21]=3)[CH:17]=[CH:16][C:15]=2[F:34])=[O:12])[N:7]([CH3:35])[N:6]=1)([CH3:4])([CH3:3])[CH3:2].[CH3:36][NH2:37].Cl.Cl. Given the product [C:1]([C:5]1[CH:9]=[C:8]([NH:10][C:11]([NH:13][C:14]2[CH:19]=[C:18]([C:20]3[C:31](=[O:32])[N:30]([CH3:33])[C:23]4[N:24]=[C:25]([NH:37][CH3:36])[N:26]=[CH:27][C:22]=4[CH:21]=3)[CH:17]=[CH:16][C:15]=2[F:34])=[O:12])[N:7]([CH3:35])[N:6]=1)([CH3:4])([CH3:3])[CH3:2], predict the reactants needed to synthesize it. (7) Given the product [CH3:1][C@H:2]1[CH2:7][C:6](=[O:8])[CH2:5][C@@H:4]([CH3:9])[O:3]1, predict the reactants needed to synthesize it. The reactants are: [CH3:1][C:2]1[O:3][C:4]([CH3:9])=[CH:5][C:6](=[O:8])[CH:7]=1.